This data is from Full USPTO retrosynthesis dataset with 1.9M reactions from patents (1976-2016). The task is: Predict the reactants needed to synthesize the given product. (1) Given the product [I:15][C:7]1[C:6]2[C:10](=[CH:11][CH:12]=[C:4]([N+:1]([O-:3])=[O:2])[CH:5]=2)[NH:9][CH:8]=1, predict the reactants needed to synthesize it. The reactants are: [N+:1]([C:4]1[CH:5]=[C:6]2[C:10](=[CH:11][CH:12]=1)[NH:9][CH:8]=[CH:7]2)([O-:3])=[O:2].[OH-].[K+].[I:15]I.S(=O)(=O)(O)[O-].[Na+]. (2) Given the product [Cl:18][C:11]1[CH:10]=[C:9](/[CH:8]=[C:4]2/[C:5](=[O:7])[N:6]3[CH:20]=[C:21]([C:23]4[CH:28]=[CH:27][C:26]([N:29]5[CH2:33][CH2:32][CH2:31][CH2:30]5)=[CH:25][CH:24]=4)[N:1]=[C:2]3[S:3]/2)[CH:14]=[C:13]([O:15][CH3:16])[C:12]=1[OH:17], predict the reactants needed to synthesize it. The reactants are: [NH2:1][C:2]1[S:3]/[C:4](=[CH:8]\[C:9]2[CH:14]=[C:13]([O:15][CH3:16])[C:12]([OH:17])=[C:11]([Cl:18])[CH:10]=2)/[C:5](=[O:7])[N:6]=1.Br[CH2:20][C:21]([C:23]1[CH:28]=[CH:27][C:26]([N:29]2[CH2:33][CH2:32][CH2:31][CH2:30]2)=[CH:25][CH:24]=1)=O. (3) Given the product [F:24][C:25]([F:30])([F:29])[C:26]([OH:28])=[O:27].[NH2:16][C@@:9]1([CH2:12][CH:13]([CH3:15])[CH3:14])[C:10](=[O:11])[N:4]2[C@@H:5]([S:6][CH2:7][C@H:3]2[C:1]#[N:2])[CH2:8]1, predict the reactants needed to synthesize it. The reactants are: [C:1]([C@@H:3]1[CH2:7][S:6][C@H:5]2[CH2:8][C@:9]([NH:16]C(=O)OC(C)(C)C)([CH2:12][CH:13]([CH3:15])[CH3:14])[C:10](=[O:11])[N:4]12)#[N:2].[F:24][C:25]([F:30])([F:29])[C:26]([OH:28])=[O:27]. (4) The reactants are: CN(C)/[CH:3]=[CH:4]/[C:5]([C:7]1[C:15]2[C:10](=[N:11][CH:12]=[CH:13][CH:14]=2)[N:9]([CH2:16][CH3:17])[CH:8]=1)=O.Cl.[OH:20][C:21]1[CH:26]=[CH:25][C:24]([NH:27][C:28]([NH2:30])=[NH:29])=[CH:23][CH:22]=1.[OH-].[Na+]. Given the product [CH2:16]([N:9]1[C:10]2=[N:11][CH:12]=[CH:13][CH:14]=[C:15]2[C:7]([C:5]2[CH:4]=[CH:3][N:30]=[C:28]([NH:27][C:24]3[CH:25]=[CH:26][C:21]([OH:20])=[CH:22][CH:23]=3)[N:29]=2)=[CH:8]1)[CH3:17], predict the reactants needed to synthesize it. (5) Given the product [O:15]1[CH2:20][CH2:19][CH2:18][CH2:17][CH:16]1[N:12]1[C:13]2[C:1](=[O:14])[CH2:2][CH2:3][CH2:4][C:5]=2[C:6]2[C:11]1=[CH:10][CH:9]=[CH:8][CH:7]=2, predict the reactants needed to synthesize it. The reactants are: [C:1]1(=[O:14])[C:13]2[NH:12][C:11]3[C:6](=[CH:7][CH:8]=[CH:9][CH:10]=3)[C:5]=2[CH2:4][CH2:3][CH2:2]1.[O:15]1[CH:20]=[CH:19][CH2:18][CH2:17][CH2:16]1.ClCCl.C1(C)C=CC(S(O)(=O)=O)=CC=1. (6) Given the product [CH3:1][C:2]1([CH3:20])[CH2:3][CH2:4][CH2:5][CH:6]1[C:7]1[C:8]([NH2:19])=[CH:9][C:10]([N:13]2[CH2:14][CH2:15][O:16][CH2:17][CH2:18]2)=[N:11][CH:12]=1, predict the reactants needed to synthesize it. The reactants are: [CH3:1][C:2]1([CH3:20])[C:6]([C:7]2[C:8]([NH2:19])=[CH:9][C:10]([N:13]3[CH2:18][CH2:17][O:16][CH2:15][CH2:14]3)=[N:11][CH:12]=2)=[CH:5][CH2:4][CH2:3]1. (7) Given the product [F:1][C:2]1[CH:3]=[CH:4][C:5]([S:8]([C:10]2[N:11]=[C:12]([NH:20][C:21]3[CH:25]=[C:24]([CH3:26])[NH:23][N:22]=3)[C:13]3[C:18]([CH:19]=2)=[CH:17][CH:16]=[CH:15][CH:14]=3)=[O:9])=[CH:6][CH:7]=1, predict the reactants needed to synthesize it. The reactants are: [F:1][C:2]1[CH:7]=[CH:6][C:5]([S:8]([C:10]2[N:11]=[C:12]([NH:20][C:21]3[CH:25]=[C:24]([CH3:26])[N:23](C(OC(C)(C)C)=O)[N:22]=3)[C:13]3[C:18]([CH:19]=2)=[CH:17][CH:16]=[CH:15][CH:14]=3)=[O:9])=[CH:4][CH:3]=1.Cl.O1CCOCC1. (8) Given the product [CH:13]([O:23][C:3]1[CH:8]=[C:7]([CH3:9])[N:6]=[C:5]([NH:10][C:11]2[CH:16]=[CH:15][C:14]([N:17]3[CH:21]=[C:20]([CH3:22])[N:19]=[CH:18]3)=[C:13]([O:23][CH3:24])[CH:12]=2)[N:4]=1)([CH3:14])[CH3:12], predict the reactants needed to synthesize it. The reactants are: [Na].Cl[C:3]1[CH:8]=[C:7]([CH3:9])[N:6]=[C:5]([NH:10][C:11]2[CH:16]=[CH:15][C:14]([N:17]3[CH:21]=[C:20]([CH3:22])[N:19]=[CH:18]3)=[C:13]([O:23][CH3:24])[CH:12]=2)[N:4]=1.